This data is from Catalyst prediction with 721,799 reactions and 888 catalyst types from USPTO. The task is: Predict which catalyst facilitates the given reaction. The catalyst class is: 5. Reactant: [Br:1][C:2]1[C:3]2[N:12]([CH:13]3[CH2:17][CH2:16][CH2:15][CH2:14]3)[N:11]=[C:10]([C:18]3[CH:19]=[C:20]([C:23]([O:25]C)=[O:24])[S:21][CH:22]=3)[C:4]=2[C:5]([O:8][CH3:9])=[N:6][CH:7]=1.[OH-].[Na+]. Product: [Br:1][C:2]1[C:3]2[N:12]([CH:13]3[CH2:14][CH2:15][CH2:16][CH2:17]3)[N:11]=[C:10]([C:18]3[CH:19]=[C:20]([C:23]([OH:25])=[O:24])[S:21][CH:22]=3)[C:4]=2[C:5]([O:8][CH3:9])=[N:6][CH:7]=1.